This data is from Reaction yield outcomes from USPTO patents with 853,638 reactions. The task is: Predict the reaction yield, written as a fraction of the theoretical maximum amount of product (1.0 means a 100% yield; for example, 0.34 means a 34% yield). (1) The reactants are [I-].[CH3:2][S+](C)(C)=O.[H-].[Na+].[F:9][C:10]1[CH:11]=[C:12]2[C:16](=[CH:17][CH:18]=1)[NH:15][C:14](=[O:19])/[C:13]/2=[CH:20]/[C:21]1[CH:29]=[C:28]2[C:24]([C:25]([I:38])=[N:26][N:27]2[CH2:30][O:31][CH2:32][CH2:33][Si:34]([CH3:37])([CH3:36])[CH3:35])=[CH:23][CH:22]=1. The catalyst is CN(C=O)C. The product is [F:9][C:10]1[CH:11]=[C:12]2[C:16](=[CH:17][CH:18]=1)[NH:15][C:14](=[O:19])[C@:13]12[CH2:2][C@H:20]1[C:21]1[CH:29]=[C:28]2[C:24]([C:25]([I:38])=[N:26][N:27]2[CH2:30][O:31][CH2:32][CH2:33][Si:34]([CH3:37])([CH3:36])[CH3:35])=[CH:23][CH:22]=1. The yield is 0.460. (2) The yield is 0.100. The product is [CH:1]([N:3]1[CH2:9][C:8]2[CH:10]=[CH:11][C:12]([C:14]([NH:20][OH:18])=[O:16])=[CH:13][C:7]=2[O:6][CH2:5][CH2:4]1)=[O:2]. The reactants are [CH:1]([N:3]1[CH2:9][C:8]2[CH:10]=[CH:11][C:12]([C:14]([O:16]C)=O)=[CH:13][C:7]=2[O:6][CH2:5][CH2:4]1)=[O:2].[OH-:18].[Na+].[NH2:20]O. The catalyst is C1COCC1.CO. (3) The reactants are [O:1]1[CH2:6][CH2:5][N:4]([CH2:7][C:8](=O)[CH3:9])[CH2:3][CH2:2]1.[Na].[C:12](OCC)(=O)[C:13]([O:15][CH2:16][CH3:17])=[O:14].Cl.[NH2:23][NH2:24]. No catalyst specified. The product is [O:1]1[CH2:6][CH2:5][N:4]([CH2:7][C:8]2[CH:9]=[C:12]([C:13]([O:15][CH2:16][CH3:17])=[O:14])[NH:24][N:23]=2)[CH2:3][CH2:2]1. The yield is 0.180. (4) The yield is 0.275. The reactants are Cl[C:2]([C:28]1[CH:32]=[CH:31][O:30][CH:29]=1)([C:22]1[N:26]([CH3:27])[CH:25]=[N:24][CH:23]=1)[C:3]1[CH:4]=[C:5]2[C:10](=[CH:11][CH:12]=1)[N:9]([CH3:13])[C:8](=[O:14])[CH:7]=[C:6]2[C:15]1[CH:20]=[CH:19][CH:18]=[C:17]([Cl:21])[CH:16]=1.CC(O)C.[NH3:37]. The product is [NH2:37][C:2]([C:28]1[CH:32]=[CH:31][O:30][CH:29]=1)([C:22]1[N:26]([CH3:27])[CH:25]=[N:24][CH:23]=1)[C:3]1[CH:4]=[C:5]2[C:10](=[CH:11][CH:12]=1)[N:9]([CH3:13])[C:8](=[O:14])[CH:7]=[C:6]2[C:15]1[CH:20]=[CH:19][CH:18]=[C:17]([Cl:21])[CH:16]=1. The catalyst is C1COCC1. (5) The product is [F:9][C:7]1[CH:8]=[C:3]([F:2])[C:4]([O:12][CH3:13])=[C:5]2[C:6]=1[C:15]([CH3:17])([CH3:16])[CH2:14][NH:10]2. The yield is 0.360. The reactants are Cl.[F:2][C:3]1[C:4]([O:12][CH3:13])=[C:5]([NH:10]N)[CH:6]=[C:7]([F:9])[CH:8]=1.[CH:14](=O)[CH:15]([CH3:17])[CH3:16].OS(O)(=O)=O.[BH4-].[Na+]. The catalyst is C(O)C.C(Cl)Cl.O.CO.